From a dataset of Full USPTO retrosynthesis dataset with 1.9M reactions from patents (1976-2016). Predict the reactants needed to synthesize the given product. (1) Given the product [Cl:30][C:24]1[CH:25]=[C:26]([Cl:29])[CH:27]=[CH:28][C:23]=1[N:12]1[C:13]([C:16]2[CH:17]=[CH:18][C:19]([O:22][S:41]([CH2:38][CH2:39][CH3:40])(=[O:43])=[O:42])=[CH:20][CH:21]=2)=[C:14]([CH3:15])[C:10]([C:8](=[O:9])[NH:7][N:1]2[CH2:6][CH2:5][CH2:4][CH2:3][CH2:2]2)=[N:11]1, predict the reactants needed to synthesize it. The reactants are: [N:1]1([NH:7][C:8]([C:10]2[C:14]([CH3:15])=[C:13]([C:16]3[CH:21]=[CH:20][C:19]([OH:22])=[CH:18][CH:17]=3)[N:12]([C:23]3[CH:28]=[CH:27][C:26]([Cl:29])=[CH:25][C:24]=3[Cl:30])[N:11]=2)=[O:9])[CH2:6][CH2:5][CH2:4][CH2:3][CH2:2]1.C(N(CC)CC)C.[CH2:38]([S:41](Cl)(=[O:43])=[O:42])[CH2:39][CH3:40]. (2) Given the product [C:1]1([C:7]2[C:11]3[CH:12]=[CH:13][CH:14]=[CH:15][C:10]=3[O:9][C:8]=2[C:16]2[CH:25]=[CH:24][C:23]([OH:26])=[C:22]3[C:17]=2[CH:18]=[CH:19][CH:20]=[N:21]3)[CH:2]=[CH:3][CH:4]=[CH:5][CH:6]=1.[C:28]1([C:34]2[C:38]3[CH:39]=[CH:40][CH:41]=[CH:42][C:37]=3[O:36][C:35]=2[C:43]2[CH:52]=[CH:51][C:50]([O:53][CH2:55][C:56]#[N:57])=[C:49]3[C:44]=2[CH:45]=[CH:46][CH:47]=[N:48]3)[CH:29]=[CH:30][CH:31]=[CH:32][CH:33]=1, predict the reactants needed to synthesize it. The reactants are: [C:1]1([C:7]2[C:11]3[CH:12]=[CH:13][CH:14]=[CH:15][C:10]=3[O:9][C:8]=2[C:16]2[CH:25]=[CH:24][C:23]([O:26]C)=[C:22]3[C:17]=2[CH:18]=[CH:19][CH:20]=[N:21]3)[CH:6]=[CH:5][CH:4]=[CH:3][CH:2]=1.[C:28]1([C:34]2[C:38]3[CH:39]=[CH:40][CH:41]=[CH:42][C:37]=3[O:36][C:35]=2[C:43]2[CH:52]=[CH:51][C:50]([OH:53])=[C:49]3[C:44]=2[CH:45]=[CH:46][CH:47]=[N:48]3)[CH:33]=[CH:32][CH:31]=[CH:30][CH:29]=1.Br[CH2:55][C:56]#[N:57].